This data is from Experimentally validated miRNA-target interactions with 360,000+ pairs, plus equal number of negative samples. The task is: Binary Classification. Given a miRNA mature sequence and a target amino acid sequence, predict their likelihood of interaction. The miRNA is mmu-miR-7222-3p with sequence UCCAGGACAGUGGGCAGGAGCAG. The protein sequence of the target gene is MGDQQLYKTNHVAHGSENLFYQQPPLGVHSGLNHNYGNAVTGGGMDAPQASPISPHFPQDTRDGLGLPVGSKNLGQMDTSRQGGWGSHAGPGNHVQLRGNLANSNMMWGAPAQAEPTDGYQYTYSQASEIRTQKLTSGVLHKLDSFTQVFANQNLRIQVNNMAQVLHTQSAVMDGAPDSALRQLLSQKPMEPPAPAIPSRYQQVPQQPHPGFTGGLSKPALQVGQHPTQGHLYYDYQQPLAQVPVQGGQPLQAPQMLSQHMQQMQQHQYYPPQQQQQAGQQRISMQEIQTQPQQIRPSQP.... Result: 0 (no interaction).